This data is from Peptide-MHC class I binding affinity with 185,985 pairs from IEDB/IMGT. The task is: Regression. Given a peptide amino acid sequence and an MHC pseudo amino acid sequence, predict their binding affinity value. This is MHC class I binding data. (1) The peptide sequence is HSKKKCDEL. The binding affinity (normalized) is 0. The MHC is HLA-B53:01 with pseudo-sequence HLA-B53:01. (2) The peptide sequence is VDVCGMFTNR. The MHC is HLA-A29:02 with pseudo-sequence HLA-A29:02. The binding affinity (normalized) is 0.